This data is from Experimentally validated miRNA-target interactions with 360,000+ pairs, plus equal number of negative samples. The task is: Binary Classification. Given a miRNA mature sequence and a target amino acid sequence, predict their likelihood of interaction. (1) The miRNA is hsa-miR-6504-3p with sequence CAUUACAGCACAGCCAUUCU. The protein sequence of the target gene is MAENSGRAGKSSGSGAGKGAVSAEQVIAGFNRLRQEQRGLASKAAELEMELNEHSLVIDTLKEVDETRKCYRMVGGVLVERTVKEVLPALENNKEQIQKIIETLTQQLQAKGKELNEFREKHNIRLMGEDEKPAAKENSEGAGAKASSAGVLVS. Result: 1 (interaction). (2) The miRNA is hsa-miR-3161 with sequence CUGAUAAGAACAGAGGCCCAGAU. The protein sequence of the target gene is MTTASTSQVRQNYHQDSEAAINRQINLELYASYVYLSMSYYFDRDDVALKNFAKYFLHQSHEEREHAEKLMKLQNQRGGRIFLQDIKKPDCDDWESGLNAMECALHLEKNVNQSLLELHKLATDKNDPHLCDFIETHYLNEQVKAIKELGDHVTNLRKMGAPESGLAEYLFDKHTLGDSDNES. Result: 0 (no interaction). (3) The miRNA is dre-miR-214 with sequence ACAGCAGGCACAGACAGGCAG. The protein sequence of the target gene is MTSLVPGAGLLPIPTSSPLTAVSSLGVSLSSLGAIPAAALDPNITTLGEIPQPPLMGNVDPSKIDEIRRTVYVGNLNSQTTTADQLLEFFKQVGEVKFVRMAGDETQPTRFAFVEFADQNSVPRALAFNGVMFGDRPLKINHSNNAIVKPPEMTPQAAAKELEEVMKRVREAQSFISAAIEPESGKSNERKGGRSRSHTRSKSRSSSKSHSRRKRSQSKHRSRSHNRSRSRQKDRRRSKSPHKKRSKSRERRKSRSRSRSRDKRKDTREKVKERVKEKEREKEREREKDREKDKERGKNK.... Result: 0 (no interaction). (4) The miRNA is mmu-miR-367-3p with sequence AAUUGCACUUUAGCAAUGGUGA. The protein sequence of the target gene is MTVVSVPQREPLVLGGRLAPLGFSSRGYFGALPMVTTAPPPLPRIPDPRALPPTLFLPHFLGGDGPCLTPQPRAPAALPNRSLAVAGGTPRAAPKKRRKKKVRASPAGQLPSRFHQYQQHRPSLEGGRSPATGPSGAQEVPGPAAALAPSPAAAAGTEGASPDLAPLRPAAPGQTPLRKEVLKSKMGKSEKIALPHGQLVHGIHLYEQPKINRQKSKYNLPLTKITSAKRNENNFWQDSVSSDRIQKQEKKPFKNTENIKNSHLKKSAFLTEVSQKENYAGAKFSDPPSPSVLPKPPSHW.... Result: 0 (no interaction).